Predict which catalyst facilitates the given reaction. From a dataset of Catalyst prediction with 721,799 reactions and 888 catalyst types from USPTO. (1) Reactant: [CH2:1]([O:8][C:9]1[CH:16]=[CH:15][CH:14]=[C:13]([O:17][CH3:18])[C:10]=1[CH:11]=O)[C:2]1[CH:7]=[CH:6][CH:5]=[CH:4][CH:3]=1.C(OP([CH2:27][C:28]([O:30][CH2:31][CH3:32])=[O:29])(OCC)=O)C.CN(C)C=O.[H-].[Na+]. Product: [CH2:1]([O:8][C:9]1[CH:16]=[CH:15][CH:14]=[C:13]([O:17][CH3:18])[C:10]=1/[CH:11]=[CH:27]/[C:28]([O:30][CH2:31][CH3:32])=[O:29])[C:2]1[CH:7]=[CH:6][CH:5]=[CH:4][CH:3]=1. The catalyst class is: 6. (2) Reactant: Br[C:2]1[CH:3]=[CH:4][C:5]([C:8]([O:10][CH3:11])=[O:9])=[N:6][CH:7]=1.[CH:12]([Sn](CCCC)(CCCC)CCCC)=[CH2:13]. Product: [CH:12]([C:2]1[CH:3]=[CH:4][C:5]([C:8]([O:10][CH3:11])=[O:9])=[N:6][CH:7]=1)=[CH2:13]. The catalyst class is: 12. (3) Reactant: Br[C:2]1[C:10]2[C:5](=[CH:6][CH:7]=[CH:8][CH:9]=2)[N:4]([Si:11]([C:14]([CH3:17])([CH3:16])[CH3:15])([CH3:13])[CH3:12])[CH:3]=1.[Li]C(C)(C)C.CCCCC.[C:28]([O:32][C:33]([N:35]1[CH:40]2[CH2:41][CH2:42][CH:36]1[CH2:37][C:38](=[O:43])[CH2:39]2)=[O:34])([CH3:31])([CH3:30])[CH3:29].C([O-])(O)=O.[Na+]. Product: [C:28]([O:32][C:33]([N:35]1[CH:40]2[CH2:41][CH2:42][CH:36]1[CH2:37][C:38]([C:2]1[C:10]3[C:5](=[CH:6][CH:7]=[CH:8][CH:9]=3)[N:4]([Si:11]([C:14]([CH3:17])([CH3:16])[CH3:15])([CH3:13])[CH3:12])[CH:3]=1)([OH:43])[CH2:39]2)=[O:34])([CH3:31])([CH3:29])[CH3:30]. The catalyst class is: 1. (4) Reactant: [OH:1][CH2:2][C:3]1[CH:16]=[CH:15][C:6]([CH2:7][NH:8][C:9](=[O:14])[C:10]([F:13])([F:12])[F:11])=[CH:5][CH:4]=1.[H-].[Na+].[NH2:19][C:20]1[N:25]=[C:24](Cl)[CH:23]=[C:22]([NH2:27])[N:21]=1.Cl. Product: [NH2:19][C:20]1[N:25]=[C:24]([O:1][CH2:2][C:3]2[CH:4]=[CH:5][C:6]([CH2:7][NH:8][C:9](=[O:14])[C:10]([F:12])([F:13])[F:11])=[CH:15][CH:16]=2)[CH:23]=[C:22]([NH2:27])[N:21]=1. The catalyst class is: 16. (5) Reactant: [CH2:1]([O:8][C:9](=[O:50])[NH:10][C@H:11]([C:13](=[O:49])[NH:14][C@H:15]([C:26](=[O:48])[NH:27][C@@H:28]([CH2:41][C:42]1[CH:47]=[CH:46][CH:45]=[CH:44][CH:43]=1)[CH:29]([C:31](=[O:40])[NH:32][CH2:33][C:34]1[CH:39]=[CH:38][CH:37]=[CH:36][CH:35]=1)[OH:30])[CH2:16][C:17]1[C:25]2[C:20](=[CH:21][CH:22]=[CH:23][CH:24]=2)[NH:19][CH:18]=1)[CH3:12])[C:2]1[CH:7]=[CH:6][CH:5]=[CH:4][CH:3]=1.CC(OI1(OC(C)=O)(OC(C)=O)OC(=O)C2C=CC=CC1=2)=O. Product: [CH2:1]([O:8][C:9](=[O:50])[NH:10][C@H:11]([C:13](=[O:49])[NH:14][C@H:15]([C:26](=[O:48])[NH:27][C@@H:28]([CH2:41][C:42]1[CH:47]=[CH:46][CH:45]=[CH:44][CH:43]=1)[C:29]([C:31](=[O:40])[NH:32][CH2:33][C:34]1[CH:35]=[CH:36][CH:37]=[CH:38][CH:39]=1)=[O:30])[CH2:16][C:17]1[C:25]2[C:20](=[CH:21][CH:22]=[CH:23][CH:24]=2)[NH:19][CH:18]=1)[CH3:12])[C:2]1[CH:7]=[CH:6][CH:5]=[CH:4][CH:3]=1. The catalyst class is: 4. (6) Reactant: [Br:1][C:2]1[CH:3]=[C:4]([N:12]2[CH2:17][CH2:16][NH:15][CH2:14][CH2:13]2)[CH:5]=[C:6]([C:8]([F:11])([F:10])[F:9])[CH:7]=1.[C:18](O[C:18]([O:20][C:21]([CH3:24])([CH3:23])[CH3:22])=[O:19])([O:20][C:21]([CH3:24])([CH3:23])[CH3:22])=[O:19]. Product: [C:21]([O:20][C:18]([N:15]1[CH2:16][CH2:17][N:12]([C:4]2[CH:5]=[C:6]([C:8]([F:10])([F:11])[F:9])[CH:7]=[C:2]([Br:1])[CH:3]=2)[CH2:13][CH2:14]1)=[O:19])([CH3:24])([CH3:23])[CH3:22]. The catalyst class is: 1. (7) Reactant: C(OI(OC(=O)C)C1C=CC=CC=1)(=O)C.[F:16][C:17]1[CH:18]=[C:19]([NH:27][C:28]2[N:33]=[C:32]([C:34]3[CH:39]=[CH:38][C:37]([F:40])=[CH:36][C:35]=3[O:41][CH3:42])[N:31]=[CH:30][N:29]=2)[CH:20]=[C:21]([CH2:24][S:25][CH3:26])[C:22]=1[F:23].[N:43]#[C:44][NH2:45]. Product: [F:23][C:22]1[C:17]([F:16])=[CH:18][C:19]([NH:27][C:28]2[N:33]=[C:32]([C:34]3[CH:39]=[CH:38][C:37]([F:40])=[CH:36][C:35]=3[O:41][CH3:42])[N:31]=[CH:30][N:29]=2)=[CH:20][C:21]=1[CH2:24][S:25](=[N:45][C:44]#[N:43])[CH3:26]. The catalyst class is: 2. (8) Reactant: [Cl:1][C:2]1[CH:29]=[CH:28][C:5]2[N:6]=[C:7]([N:9]3[CH2:14][CH2:13][CH:12]([CH2:15][CH2:16][O:17][C:18]4[CH:19]=[C:20]([CH2:25][C:26]#N)[CH:21]=[CH:22][C:23]=4[CH3:24])[CH2:11][CH2:10]3)[S:8][C:4]=2[CH:3]=1.[OH-:30].[Na+].[OH2:32]. Product: [Cl:1][C:2]1[CH:29]=[CH:28][C:5]2[N:6]=[C:7]([N:9]3[CH2:14][CH2:13][CH:12]([CH2:15][CH2:16][O:17][C:18]4[CH:19]=[C:20]([CH2:25][C:26]([OH:32])=[O:30])[CH:21]=[CH:22][C:23]=4[CH3:24])[CH2:11][CH2:10]3)[S:8][C:4]=2[CH:3]=1. The catalyst class is: 8. (9) Reactant: [Cl:1][C:2]1[CH:7]=[CH:6][CH:5]=[CH:4][C:3]=1[CH:8]1[C:13]([C:14]([N:16](C)C)=[O:15])=[C:12]([CH3:19])[NH:11][C:10]2=[N:20][NH:21][CH:22]=[C:9]12.[NH2:23]N. The catalyst class is: 10. Product: [Cl:1][C:2]1[CH:7]=[CH:6][CH:5]=[CH:4][C:3]=1[CH:8]1[C:13]([C:14]([NH:16][NH2:23])=[O:15])=[C:12]([CH3:19])[NH:11][C:10]2=[N:20][NH:21][CH:22]=[C:9]12.